Dataset: Peptide-MHC class I binding affinity with 185,985 pairs from IEDB/IMGT. Task: Regression. Given a peptide amino acid sequence and an MHC pseudo amino acid sequence, predict their binding affinity value. This is MHC class I binding data. (1) The peptide sequence is KLRVLYDEFV. The MHC is HLA-A02:02 with pseudo-sequence HLA-A02:02. The binding affinity (normalized) is 0.750. (2) The peptide sequence is IIIVAVHVAS. The MHC is Mamu-B03 with pseudo-sequence Mamu-B03. The binding affinity (normalized) is 0.149. (3) The peptide sequence is DCKTILKAL. The MHC is HLA-A03:01 with pseudo-sequence HLA-A03:01. The binding affinity (normalized) is 0. (4) The peptide sequence is AVFDRKSDAK. The MHC is HLA-B58:01 with pseudo-sequence HLA-B58:01. The binding affinity (normalized) is 0.